From a dataset of Full USPTO retrosynthesis dataset with 1.9M reactions from patents (1976-2016). Predict the reactants needed to synthesize the given product. (1) Given the product [N+:8]([C:7]1[C:2]([O:16][C@@H:13]2[CH2:14][CH2:15][O:11][CH2:12]2)=[N:3][CH:4]=[CH:5][CH:6]=1)([O-:10])=[O:9], predict the reactants needed to synthesize it. The reactants are: F[C:2]1[C:7]([N+:8]([O-:10])=[O:9])=[CH:6][CH:5]=[CH:4][N:3]=1.[O:11]1[CH2:15][CH2:14][C@@H:13]([OH:16])[CH2:12]1. (2) Given the product [F:31][C:30]([F:33])([F:32])[CH:29]([C:34]1[CH:39]=[C:38]([Cl:40])[C:37]([Cl:41])=[C:36]([Cl:42])[CH:35]=1)/[CH:28]=[CH:27]/[C:25]1[CH:24]=[CH:23][C:10]([C:11]([NH:13][C@H:14]([CH3:22])[C:15]([OH:17])=[O:16])=[O:12])=[C:9]([C:3]([F:6])([F:5])[F:4])[CH:26]=1, predict the reactants needed to synthesize it. The reactants are: C(O)([C:3]([F:6])([F:5])[F:4])=O.Br[C:9]1[CH:26]=[C:25](/[CH:27]=[CH:28]/[CH:29]([C:34]2[CH:39]=[C:38]([Cl:40])[C:37]([Cl:41])=[C:36]([Cl:42])[CH:35]=2)[C:30]([F:33])([F:32])[F:31])[CH:24]=[CH:23][C:10]=1[C:11]([NH:13][CH:14]([CH3:22])[C:15]([O:17]C(C)(C)C)=[O:16])=[O:12]. (3) Given the product [N+:12]([C:9]1[CH:10]=[CH:11][C:6]2[CH2:5][CH2:4][NH:3][CH2:2][CH2:1][C:7]=2[CH:8]=1)([O-:14])=[O:13], predict the reactants needed to synthesize it. The reactants are: [CH2:1]1[C:7]2[CH:8]=[CH:9][CH:10]=[CH:11][C:6]=2[CH2:5][CH2:4][NH:3][CH2:2]1.[N+:12]([O-])([OH:14])=[O:13]. (4) Given the product [CH3:9][CH:1]([NH:15][C:12]1[CH:13]=[CH:14][C:9]([CH2:1][C:2]2[CH:3]=[CH:4][C:5]([NH:8][CH:5]([CH2:6][CH3:7])[CH3:4])=[CH:6][CH:7]=2)=[CH:10][CH:11]=1)[CH2:2][CH3:3], predict the reactants needed to synthesize it. The reactants are: [CH2:1]([C:9]1[CH:14]=[CH:13][C:12]([NH2:15])=[CH:11][CH:10]=1)[C:2]1[CH:7]=[CH:6][C:5]([NH2:8])=[CH:4][CH:3]=1. (5) Given the product [CH:1]1([C:7]2([CH3:16])[C:8](=[O:9])[NH:18][N:17]=[C:13]2[CH3:14])[CH2:6][CH2:5][CH2:4][CH2:3][CH2:2]1, predict the reactants needed to synthesize it. The reactants are: [CH:1]1([C:7]([CH3:16])([C:13](=O)[CH3:14])[C:8](OCC)=[O:9])[CH2:6][CH2:5][CH2:4][CH2:3][CH2:2]1.[NH2:17][NH2:18].